Dataset: Forward reaction prediction with 1.9M reactions from USPTO patents (1976-2016). Task: Predict the product of the given reaction. (1) Given the reactants [CH2:1]([C:3]1[NH:4][C:5]2[C:10]([C:11](=[O:14])[C:12]=1[CH3:13])=[CH:9][C:8]([O:15][C:16]1[CH:21]=[CH:20][C:19]([O:22][C:23]([F:26])([F:25])[F:24])=[CH:18][CH:17]=1)=[C:7]([CH3:27])[CH:6]=2)[CH3:2].[H-].[Na+].Cl[C:31]([O:33][CH3:34])=[O:32], predict the reaction product. The product is: [C:31](=[O:32])([O:33][CH3:34])[O:14][C:11]1[C:10]2[C:5](=[CH:6][C:7]([CH3:27])=[C:8]([O:15][C:16]3[CH:21]=[CH:20][C:19]([O:22][C:23]([F:24])([F:25])[F:26])=[CH:18][CH:17]=3)[CH:9]=2)[N:4]=[C:3]([CH2:1][CH3:2])[C:12]=1[CH3:13]. (2) Given the reactants [Cl:1][C:2]1[CH:7]=[CH:6][C:5]([CH2:8][C:9](Cl)=[O:10])=[CH:4][CH:3]=1.[C:12]([N:14]=[C:15]([N:24]1[CH2:29][CH2:28][NH:27][CH:26]([C:30]2[CH:35]=[CH:34][CH:33]=[CH:32][CH:31]=2)[CH2:25]1)[NH:16][C:17]1[CH:22]=[CH:21][CH:20]=[CH:19][C:18]=1[CH3:23])#[N:13].N1C=CC=CC=1.O, predict the reaction product. The product is: [Cl:1][C:2]1[CH:7]=[CH:6][C:5]([CH2:8][C:9]([N:27]2[CH2:28][CH2:29][N:24]([C:15](=[N:14][C:12]#[N:13])[NH:16][C:17]3[CH:22]=[CH:21][CH:20]=[CH:19][C:18]=3[CH3:23])[CH2:25][CH:26]2[C:30]2[CH:35]=[CH:34][CH:33]=[CH:32][CH:31]=2)=[O:10])=[CH:4][CH:3]=1. (3) Given the reactants [Cl:1][C:2]1[N:7]=[CH:6][C:5]([NH:8][C:9](=[O:19])[C:10]2[CH:15]=[CH:14][CH:13]=[CH:12][C:11]=2[N+:16]([O-])=O)=[CH:4][CH:3]=1.[BH4-].[Na+], predict the reaction product. The product is: [Cl:1][C:2]1[N:7]=[CH:6][C:5]([NH:8][C:9](=[O:19])[C:10]2[CH:15]=[CH:14][CH:13]=[CH:12][C:11]=2[NH2:16])=[CH:4][CH:3]=1. (4) Given the reactants [O:1]1[C:6]2[CH:7]=[CH:8][CH:9]=[CH:10][C:5]=2[NH:4][CH2:3][CH2:2]1.CCN=C=N[CH2:16][CH2:17][CH2:18][N:19](C)C.[ClH:22].[CH:23]([Cl:26])(Cl)Cl, predict the reaction product. The product is: [NH2:19][C:18]1[C:17]([Cl:22])=[CH:16][C:5]([C:6]([N:4]2[C:5]3[CH:10]=[CH:9][CH:8]=[CH:7][C:6]=3[O:1][CH2:2][CH2:3]2)=[O:1])=[CH:10][C:23]=1[Cl:26]. (5) The product is: [OH:20][CH2:19][C:18]1[O:13][N:12]=[C:11]([C:7]2[CH:6]=[C:5]3[C:10](=[CH:9][CH:8]=2)[C:2](=[O:1])[O:3][CH2:4]3)[CH:17]=1. Given the reactants [O:1]=[C:2]1[C:10]2[C:5](=[CH:6][C:7]([CH:11]=[N:12][OH:13])=[CH:8][CH:9]=2)[CH2:4][O:3]1.ClN1[C:19](=[O:20])[CH2:18][CH2:17]C1=O.C(O)C#C.C(N(CC)CC)C, predict the reaction product. (6) Given the reactants [NH2:1][C:2]1[C:11]2[N:12]=[C:13]([CH2:25][O:26][CH2:27][CH3:28])[N:14]([NH:15][CH2:16][CH2:17][CH2:18][NH:19][C:20](=[O:24])[CH:21]([CH3:23])[CH3:22])[C:10]=2[C:9]2[CH:8]=[CH:7][CH:6]=[CH:5][C:4]=2[N:3]=1.O.[OH-].[Na+], predict the reaction product. The product is: [NH2:1][C:2]1[C:11]2[N:12]=[C:13]([CH2:25][O:26][CH2:27][CH3:28])[N:14]([NH:15][CH2:16][CH2:17][CH2:18][NH:19][C:20](=[O:24])[CH:21]([CH3:23])[CH3:22])[C:10]=2[C:9]2[CH2:8][CH2:7][CH2:6][CH2:5][C:4]=2[N:3]=1. (7) Given the reactants C(OC([NH:8][C@H:9]1[CH2:14][C@@H:13]([C:15]2[CH:20]=[CH:19][CH:18]=[C:17]([O:21][CH3:22])[CH:16]=2)[O:12][C@@H:11]([C:23]2[CH:24]=[C:25]([CH:30]=[CH:31][CH:32]=2)[C:26]([O:28]C)=[O:27])[CH2:10]1)=O)(C)(C)C.F[C:34](F)(F)[C:35](O)=O.CCOC(C)=O.Cl, predict the reaction product. The product is: [NH2:8][C@H:9]1[CH2:14][C@@H:13]([C:15]2[CH:20]=[CH:19][CH:18]=[C:17]([O:21][CH3:22])[CH:16]=2)[O:12][C@@H:11]([C:23]2[CH:24]=[C:25]([CH:30]=[CH:31][CH:32]=2)[C:26]([O:28][CH2:34][CH3:35])=[O:27])[CH2:10]1.